From a dataset of Forward reaction prediction with 1.9M reactions from USPTO patents (1976-2016). Predict the product of the given reaction. (1) Given the reactants [H-].[Na+].[CH3:3][CH:4]([CH3:9])[CH2:5][C:6](=[O:8])[CH3:7].[C:10]([OH:13])(=[O:12])C.[CH2:14]1COC[CH2:15]1, predict the reaction product. The product is: [CH3:3][CH:4]([CH3:9])[CH2:5][C:6](=[O:8])[CH2:7][C:10]([O:13][CH2:14][CH3:15])=[O:12]. (2) Given the reactants [CH2:1]([O:3][C:4](=[C:6]([C:9]#[N:10])[C:7]#[N:8])[CH3:5])C.CO[CH:13](OC)[N:14]([CH3:16])[CH3:15], predict the reaction product. The product is: [CH3:13][N:14]([CH3:16])[CH:15]=[CH:5][C:4](=[C:6]([C:9]#[N:10])[C:7]#[N:8])[O:3][CH3:1]. (3) Given the reactants [Br:1][C:2]1[C:11]([C:12]([O:14][CH3:15])=[O:13])=[C:10]2[C:5]([NH:6][C:7]([CH3:18])([CH3:17])[C:8](=[O:16])[NH:9]2)=[CH:4][CH:3]=1.CI.[C:21](=O)([O-])[O-].C(OCC)(=O)C, predict the reaction product. The product is: [Br:1][C:2]1[C:11]([C:12]([O:14][CH3:15])=[O:13])=[C:10]2[C:5]([NH:6][C:7]([CH3:18])([CH3:17])[C:8](=[O:16])[N:9]2[CH3:21])=[CH:4][CH:3]=1. (4) The product is: [Br:9][C:4]1[C:5](=[O:8])[NH:6][N:7]=[C:2]([Cl:1])[CH:3]=1. Given the reactants [Cl:1][C:2]1[CH:3]=[CH:4][C:5](=[O:8])[NH:6][N:7]=1.[Br-:9].[K+].C([O-])(=O)C.[K+].BrBr.S([O-])([O-])=O.[Na+].[Na+], predict the reaction product. (5) The product is: [F:1][C:2]1[CH:7]=[C:6]([C:32]2[S:36][C:35]([C:37]([N:39]3[CH2:43][CH2:42][CH2:41][CH2:40]3)=[O:38])=[CH:34][CH:33]=2)[CH:5]=[CH:4][C:3]=1[C:17]([N:19]1[CH2:23][CH2:22][CH2:21][C@H:20]1[CH2:24][N:25]1[CH2:29][CH2:28][CH2:27][C@H:26]1[CH3:30])=[O:18]. Given the reactants [F:1][C:2]1[CH:7]=[C:6](B2OC(C)(C)C(C)(C)O2)[CH:5]=[CH:4][C:3]=1[C:17]([N:19]1[CH2:23][CH2:22][CH2:21][C@H:20]1[CH2:24][N:25]1[CH2:29][CH2:28][CH2:27][C@H:26]1[CH3:30])=[O:18].Br[C:32]1[S:36][C:35]([C:37]([N:39]2[CH2:43][CH2:42][CH2:41][CH2:40]2)=[O:38])=[CH:34][CH:33]=1, predict the reaction product. (6) Given the reactants Br[CH2:2][CH:3]1[O:8][C:7]2[CH:9]=[C:10]([S:14]([CH3:17])(=[O:16])=[O:15])[CH:11]=[C:12]([F:13])[C:6]=2[CH2:5][O:4]1.[CH2:18]([NH:21][CH2:22][CH2:23][CH3:24])[CH2:19][CH3:20], predict the reaction product. The product is: [F:13][C:12]1[C:6]2[CH2:5][O:4][CH:3]([CH2:2][N:21]([CH2:22][CH2:23][CH3:24])[CH2:18][CH2:19][CH3:20])[O:8][C:7]=2[CH:9]=[C:10]([S:14]([CH3:17])(=[O:16])=[O:15])[CH:11]=1.